Dataset: Full USPTO retrosynthesis dataset with 1.9M reactions from patents (1976-2016). Task: Predict the reactants needed to synthesize the given product. (1) Given the product [CH2:1]([O:8][C:9]1[CH:17]=[C:16]([O:18][CH2:19][C:20]2[CH:25]=[CH:24][CH:23]=[CH:22][CH:21]=2)[C:15]([S:26](=[O:33])(=[O:32])[N:27]([CH3:31])[CH2:28][CH2:29][CH3:30])=[CH:14][C:10]=1[C:11]([Cl:36])=[O:12])[C:2]1[CH:7]=[CH:6][CH:5]=[CH:4][CH:3]=1, predict the reactants needed to synthesize it. The reactants are: [CH2:1]([O:8][C:9]1[CH:17]=[C:16]([O:18][CH2:19][C:20]2[CH:25]=[CH:24][CH:23]=[CH:22][CH:21]=2)[C:15]([S:26](=[O:33])(=[O:32])[N:27]([CH3:31])[CH2:28][CH2:29][CH3:30])=[CH:14][C:10]=1[C:11](O)=[O:12])[C:2]1[CH:7]=[CH:6][CH:5]=[CH:4][CH:3]=1.S(Cl)([Cl:36])=O. (2) Given the product [Br:9][C:10]1[CH:11]=[N:12][C:13]([O:8][C:5]2[CH:6]=[N:7][C:2]([Cl:1])=[CH:3][CH:4]=2)=[N:14][CH:15]=1, predict the reactants needed to synthesize it. The reactants are: [Cl:1][C:2]1[N:7]=[CH:6][C:5]([OH:8])=[CH:4][CH:3]=1.[Br:9][C:10]1[CH:11]=[N:12][C:13](Cl)=[N:14][CH:15]=1. (3) The reactants are: [N:1]1[CH:6]=[CH:5][CH:4]=[CH:3][C:2]=1[O:7][CH2:8][C:9]1[CH:31]=[CH:30][C:12]([CH2:13][C:14]2[CH:18]=[C:17]([C:19]3[C:20]([NH:25][P:26](=[O:29])([OH:28])[OH:27])=[N:21][CH:22]=[CH:23][CH:24]=3)[O:16][N:15]=2)=[CH:11][CH:10]=1.[OH-].[Na+:33]. Given the product [N:1]1[CH:6]=[CH:5][CH:4]=[CH:3][C:2]=1[O:7][CH2:8][C:9]1[CH:31]=[CH:30][C:12]([CH2:13][C:14]2[CH:18]=[C:17]([C:19]3[C:20]([NH:25][P:26]([O-:28])([O-:29])=[O:27])=[N:21][CH:22]=[CH:23][CH:24]=3)[O:16][N:15]=2)=[CH:11][CH:10]=1.[Na+:33].[Na+:33], predict the reactants needed to synthesize it.